From a dataset of Peptide-MHC class II binding affinity with 134,281 pairs from IEDB. Regression. Given a peptide amino acid sequence and an MHC pseudo amino acid sequence, predict their binding affinity value. This is MHC class II binding data. The peptide sequence is AGLKTNDRKWCFEGP. The MHC is DRB1_1301 with pseudo-sequence DRB1_1301. The binding affinity (normalized) is 0.616.